From a dataset of Reaction yield outcomes from USPTO patents with 853,638 reactions. Predict the reaction yield, written as a fraction of the theoretical maximum amount of product (1.0 means a 100% yield; for example, 0.34 means a 34% yield). (1) The reactants are Br[C:2]1[CH:7]=[CH:6][C:5]([S:8]([O:11][CH2:12][CH:13]([CH3:15])[CH3:14])(=[O:10])=[O:9])=[CH:4][CH:3]=1.C([O:19][B:20](OC(C)C)[O:21]C(C)C)(C)C.C([Li])CCC. The catalyst is C1COCC1. The product is [CH2:12]([O:11][S:8]([C:5]1[CH:6]=[CH:7][C:2]([B:20]([OH:21])[OH:19])=[CH:3][CH:4]=1)(=[O:10])=[O:9])[CH:13]([CH3:15])[CH3:14]. The yield is 0.920. (2) The reactants are [CH2:1]([O:8][C@H:9]1[CH2:13][NH:12][C@H:11]([CH:14]([CH3:16])[CH3:15])[CH2:10]1)[C:2]1[CH:7]=[CH:6][CH:5]=[CH:4][CH:3]=1.[F:17][C:18]([F:33])([F:32])[C:19]1[CH:20]=[C:21]([CH:29]=[CH:30][CH:31]=1)[C:22]([NH:24][CH2:25][C:26](O)=[O:27])=[O:23].C(Cl)CCl. The catalyst is ClCCl. The product is [CH2:1]([O:8][C@H:9]1[CH2:13][N:12]([C:26](=[O:27])[CH2:25][NH:24][C:22](=[O:23])[C:21]2[CH:29]=[CH:30][CH:31]=[C:19]([C:18]([F:17])([F:33])[F:32])[CH:20]=2)[C@H:11]([CH:14]([CH3:16])[CH3:15])[CH2:10]1)[C:2]1[CH:3]=[CH:4][CH:5]=[CH:6][CH:7]=1. The yield is 0.790. (3) The reactants are [NH2:1][C:2]1[S:3][C:4]2[C:9]([N:10]=1)=[CH:8][CH:7]=[C:6]([O:11][C:12]1[CH:13]=[C:14]([NH:20][C:21](=[O:33])[C:22]3[CH:27]=[CH:26][CH:25]=[C:24]([C:28]4([C:31]#[N:32])[CH2:30][CH2:29]4)[CH:23]=3)[CH:15]=[CH:16][C:17]=1[O:18][CH3:19])[N:5]=2.C([O:37][CH2:38][C:39](Cl)=[O:40])(=O)C.CO.N. The catalyst is N1C=CC=CC=1.CN(C)C1C=CN=CC=1. The product is [C:31]([C:28]1([C:24]2[CH:23]=[C:22]([CH:27]=[CH:26][CH:25]=2)[C:21]([NH:20][C:14]2[CH:15]=[CH:16][C:17]([O:18][CH3:19])=[C:12]([O:11][C:6]3[N:5]=[C:4]4[S:3][C:2]([NH:1][C:38](=[O:37])[CH2:39][OH:40])=[N:10][C:9]4=[CH:8][CH:7]=3)[CH:13]=2)=[O:33])[CH2:30][CH2:29]1)#[N:32]. The yield is 0.350. (4) The reactants are [CH2:1]([O:3][C:4](=[O:16])/[CH:5]=[C:6](/[O:8][C:9]1[CH:14]=[CH:13][CH:12]=[C:11]([Br:15])[CH:10]=1)\[CH3:7])[CH3:2].[Br:17]N1C(=O)CCC1=O.C(OOC(=O)C1C=CC=CC=1)(=O)C1C=CC=CC=1. The catalyst is C(Cl)(Cl)(Cl)Cl. The product is [CH2:1]([O:3][C:4](=[O:16])/[CH:5]=[C:6](/[O:8][C:9]1[CH:14]=[CH:13][CH:12]=[C:11]([Br:15])[CH:10]=1)\[CH2:7][Br:17])[CH3:2]. The yield is 0.310.